Dataset: Reaction yield outcomes from USPTO patents with 853,638 reactions. Task: Predict the reaction yield, written as a fraction of the theoretical maximum amount of product (1.0 means a 100% yield; for example, 0.34 means a 34% yield). (1) The reactants are Br[C:2]1[CH:3]=[C:4]([CH:13]=[CH:14][CH:15]=1)[C:5]([NH:7][CH2:8][CH2:9][CH:10]([CH3:12])[CH3:11])=[O:6].[N:16]1[CH:21]=[CH:20][C:19](/[CH:22]=[CH:23]/[C:24]2[CH:25]=[C:26]([NH2:30])[CH:27]=[CH:28][CH:29]=2)=[CH:18][CH:17]=1.CC(C1C=C(C(C)C)C(C2C=CC=CC=2P(C2CCCCC2)C2CCCCC2)=C(C(C)C)C=1)C.C([O-])([O-])=O.[K+].[K+]. The catalyst is CC(O)(C)C.C1C=CC(/C=C/C(/C=C/C2C=CC=CC=2)=O)=CC=1.C1C=CC(/C=C/C(/C=C/C2C=CC=CC=2)=O)=CC=1.C1C=CC(/C=C/C(/C=C/C2C=CC=CC=2)=O)=CC=1.[Pd].[Pd]. The product is [CH3:11][CH:10]([CH3:12])[CH2:9][CH2:8][NH:7][C:5](=[O:6])[C:4]1[CH:13]=[CH:14][CH:15]=[C:2]([NH:30][C:26]2[CH:27]=[CH:28][CH:29]=[C:24](/[CH:23]=[CH:22]/[C:19]3[CH:20]=[CH:21][N:16]=[CH:17][CH:18]=3)[CH:25]=2)[CH:3]=1. The yield is 0.630. (2) The reactants are [CH3:1][O:2][C:3](=[O:24])[C:4]1[CH:9]=[CH:8][C:7]([C:10]#[N:11])=[N:6][C:5]=1[NH:12][C:13]1[CH:18]=[CH:17][C:16]([Si:19]([CH3:22])([CH3:21])[CH3:20])=[CH:15][C:14]=1[F:23].[BH4-].[Na+]. The catalyst is CO.[Co](Cl)Cl. The product is [CH3:1][O:2][C:3](=[O:24])[C:4]1[CH:9]=[CH:8][C:7]([CH2:10][NH2:11])=[N:6][C:5]=1[NH:12][C:13]1[CH:18]=[CH:17][C:16]([Si:19]([CH3:21])([CH3:20])[CH3:22])=[CH:15][C:14]=1[F:23]. The yield is 1.00. (3) The reactants are Cl.Cl.[N:3]1[CH:8]=[CH:7][C:6]([C:9]2[N:13]=[C:12]([CH2:14][NH2:15])[NH:11][N:10]=2)=[CH:5][CH:4]=1.[C:16]([O:22][C:23]1[CH:31]=[C:30]([O:32][C:33](=[O:38])[C:34]([CH3:37])([CH3:36])[CH3:35])[CH:29]=[CH:28][C:24]=1[C:25](O)=[O:26])(=[O:21])[C:17]([CH3:20])([CH3:19])[CH3:18].O.ON1C2C=CC=CC=2N=N1.C(N(CC)CC)C. The catalyst is CN(C=O)C.C1COCC1. The product is [CH3:35][C:34]([CH3:37])([CH3:36])[C:33]([O:32][C:30]1[CH:29]=[CH:28][C:24]([C:25](=[O:26])[NH:15][CH2:14][C:12]2[NH:11][N:10]=[C:9]([C:6]3[CH:5]=[CH:4][N:3]=[CH:8][CH:7]=3)[N:13]=2)=[C:23]([O:22][C:16](=[O:21])[C:17]([CH3:20])([CH3:19])[CH3:18])[CH:31]=1)=[O:38]. The yield is 0.150. (4) The reactants are Br[C:2]1[CH:17]=[CH:16][C:5]([O:6][CH2:7][CH2:8][N:9]2[CH2:14][CH2:13][N:12]([CH3:15])[CH2:11][CH2:10]2)=[CH:4][C:3]=1[F:18].[B:19]1([B:19]2[O:23][C:22]([CH3:25])([CH3:24])[C:21]([CH3:27])([CH3:26])[O:20]2)[O:23][C:22]([CH3:25])([CH3:24])[C:21]([CH3:27])([CH3:26])[O:20]1.C([O-])(=O)C.[K+].N#N. The catalyst is C1C=CC(P(C2C=CC=CC=2)[C-]2C=CC=C2)=CC=1.C1C=CC(P(C2C=CC=CC=2)[C-]2C=CC=C2)=CC=1.Cl[Pd]Cl.[Fe+2].C(Cl)Cl.COCCOC. The product is [F:18][C:3]1[CH:4]=[C:5]([CH:16]=[CH:17][C:2]=1[B:19]1[O:23][C:22]([CH3:25])([CH3:24])[C:21]([CH3:27])([CH3:26])[O:20]1)[O:6][CH2:7][CH2:8][N:9]1[CH2:14][CH2:13][N:12]([CH3:15])[CH2:11][CH2:10]1. The yield is 0.720.